This data is from Forward reaction prediction with 1.9M reactions from USPTO patents (1976-2016). The task is: Predict the product of the given reaction. (1) Given the reactants C(N(CC)CC)C.[CH2:8]([SH:11])[CH2:9][CH3:10].[C:12](=[S:14])=[S:13].[CH2:15](Br)[C:16]1[CH:21]=[CH:20][CH:19]=[CH:18][CH:17]=1.Cl, predict the reaction product. The product is: [C:12](=[S:14])([S:13][CH2:15][C:16]1[CH:21]=[CH:20][CH:19]=[CH:18][CH:17]=1)[S:11][CH2:8][CH2:9][CH3:10]. (2) Given the reactants CC(C)([O-])C.[Na+].[CH2:7]1[C@@H:11]2[CH2:12][NH:13][CH2:14][C@@H:10]2[CH2:9][N:8]1[C:15]([O:17][C:18]([CH3:21])([CH3:20])[CH3:19])=[O:16].Br[C:23]1[CH:32]=[C:31]2[C:26]([C:27]([NH:33][C:34]([NH:36][C:37]3[CH:42]=[N:41][CH:40]=[CH:39][N:38]=3)=[O:35])=[CH:28][CH:29]=[N:30]2)=[CH:25][CH:24]=1, predict the reaction product. The product is: [N:38]1[CH:39]=[CH:40][N:41]=[CH:42][C:37]=1[NH:36][C:34](=[O:35])[NH:33][C:27]1[C:26]2[C:31](=[CH:32][C:23]([N:13]3[CH2:12][C@@H:11]4[CH2:7][N:8]([C:15]([O:17][C:18]([CH3:21])([CH3:20])[CH3:19])=[O:16])[CH2:9][C@@H:10]4[CH2:14]3)=[CH:24][CH:25]=2)[N:30]=[CH:29][CH:28]=1. (3) Given the reactants [ClH:1].[CH2:2]([C:4]1[C:12]2[C:7](=[N:8][C:9]([CH:14]3[CH2:19][CH2:18][NH:17][CH2:16][CH2:15]3)=[N:10][C:11]=2[OH:13])[N:6]([C:20]2[CH:25]=[CH:24][CH:23]=[CH:22][CH:21]=2)[N:5]=1)[CH3:3].C(OC([N:33]1[CH2:38][CH2:37][C:36](=O)[CH2:35][CH2:34]1)=O)(C)(C)C.Cl, predict the reaction product. The product is: [ClH:1].[N:17]1([CH:36]2[CH2:37][CH2:38][NH:33][CH2:34][CH2:35]2)[CH2:16][CH2:15][CH:14]([C:9]2[N:8]=[C:7]3[N:6]([C:20]4[CH:25]=[CH:24][CH:23]=[CH:22][CH:21]=4)[N:5]=[C:4]([CH2:2][CH3:3])[C:12]3=[C:11]([OH:13])[N:10]=2)[CH2:19][CH2:18]1. (4) The product is: [CH3:1][C:2]1[CH:3]=[N+:4]([O-:9])[CH:5]=[C:6]([CH3:8])[CH:7]=1. Given the reactants [CH3:1][C:2]1[CH:3]=[N:4][CH:5]=[C:6]([CH3:8])[CH:7]=1.[OH:9]O, predict the reaction product. (5) Given the reactants C1CCN2C(=NCCC2)CC1.[CH2:12]([O:14][C:15]([C:17]1[CH:18]=[N:19][N:20]([C:23]2[CH:28]=[CH:27][C:26]([Br:29])=[CH:25][CH:24]=2)[C:21]=1[NH2:22])=[O:16])[CH3:13].[CH:30]([S:33](Cl)(=[O:35])=[O:34])([CH3:32])[CH3:31].Cl, predict the reaction product. The product is: [CH2:12]([O:14][C:15]([C:17]1[CH:18]=[N:19][N:20]([C:23]2[CH:24]=[CH:25][C:26]([Br:29])=[CH:27][CH:28]=2)[C:21]=1[NH:22][S:33]([CH:30]([CH3:32])[CH3:31])(=[O:35])=[O:34])=[O:16])[CH3:13]. (6) Given the reactants [C:1]1([NH:7][C:8]([N:10]2[CH2:15][CH2:14][NH:13][CH2:12][CH2:11]2)=[O:9])[CH:6]=[CH:5][CH:4]=[CH:3][CH:2]=1.[O:16]1[C:20]2[CH:21]=[CH:22][C:23]([CH:25]=O)=[CH:24][C:19]=2[O:18][CH2:17]1, predict the reaction product. The product is: [C:1]1([NH:7][C:8]([N:10]2[CH2:15][CH2:14][N:13]([CH2:25][C:23]3[CH:22]=[CH:21][C:20]4[O:16][CH2:17][O:18][C:19]=4[CH:24]=3)[CH2:12][CH2:11]2)=[O:9])[CH:6]=[CH:5][CH:4]=[CH:3][CH:2]=1.